Dataset: Reaction yield outcomes from USPTO patents with 853,638 reactions. Task: Predict the reaction yield, written as a fraction of the theoretical maximum amount of product (1.0 means a 100% yield; for example, 0.34 means a 34% yield). (1) The reactants are N[C:2]1[C:6]([C:7]#[N:8])=[C:5]([S:9][CH3:10])[S:4][C:3]=1[C:11]([O:13][CH2:14][CH3:15])=[O:12].[I:16]CI.N(OCCC(C)C)=O. The catalyst is C(#N)C.CCCCCC. The product is [C:7]([C:6]1[C:2]([I:16])=[C:3]([C:11]([O:13][CH2:14][CH3:15])=[O:12])[S:4][C:5]=1[S:9][CH3:10])#[N:8]. The yield is 0.450. (2) The reactants are C(O[C:6](=[O:20])[NH:7][C@H:8]([CH:17]1[CH2:19][CH2:18]1)[C:9]([N:11]1[CH2:14][CH:13]([C:15]#[N:16])[CH2:12]1)=[O:10])(C)(C)C.FC(F)(F)C(O)=O.[Br:28][C:29]1[N:30]=[C:31]2[C:37](C(O)=O)=[CH:36][N:35]([CH2:41][O:42][CH2:43][CH2:44][Si:45]([CH3:48])([CH3:47])[CH3:46])[C:32]2=[N:33][CH:34]=1.F[B-](F)(F)F.N1(OC(N(C)C)=[N+](C)C)C2C=CC=CC=2N=N1.C(N(CC)C(C)C)(C)C. The catalyst is ClCCl.C(OCC)(=O)C.O. The product is [C:15]([CH:13]1[CH2:12][N:11]([C:9](=[O:10])[C@H:8]([NH:7][C:6]([C:37]2[C:31]3[C:32](=[N:33][CH:34]=[C:29]([Br:28])[N:30]=3)[N:35]([CH2:41][O:42][CH2:43][CH2:44][Si:45]([CH3:48])([CH3:47])[CH3:46])[CH:36]=2)=[O:20])[CH:17]2[CH2:18][CH2:19]2)[CH2:14]1)#[N:16]. The yield is 0.500. (3) The reactants are [CH2:1]([N:8]1[N:12]=[C:11]([CH:13]2[CH2:18][CH2:17][N:16]([C:19]3[CH:24]=[CH:23][C:22]([N+:25]([O-])=O)=[CH:21][CH:20]=3)[CH2:15][CH2:14]2)[O:10][C:9]1=[O:28])[C:2]1[CH:7]=[CH:6][CH:5]=[CH:4][CH:3]=1.O.O.Cl[Sn]Cl. The catalyst is CO. The product is [NH2:25][C:22]1[CH:23]=[CH:24][C:19]([N:16]2[CH2:17][CH2:18][CH:13]([C:11]3[O:10][C:9](=[O:28])[N:8]([CH2:1][C:2]4[CH:7]=[CH:6][CH:5]=[CH:4][CH:3]=4)[N:12]=3)[CH2:14][CH2:15]2)=[CH:20][CH:21]=1. The yield is 0.880. (4) The reactants are [Cl:1][C:2]1[CH:3]=[C:4]([C:12]2[O:16][N:15]=[C:14]([C:17]3[CH:26]=[CH:25][CH:24]=[C:23]4[C:18]=3[CH:19]=[CH:20][N+:21]([O-])=[CH:22]4)[N:13]=2)[CH:5]=[CH:6][C:7]=1[O:8][CH:9]([CH3:11])[CH3:10].Cl[C:29]1C=CC2C(=CC=CC=2)N=1.[C:39]([O:42][CH2:43][CH3:44])(=[O:41])[CH3:40]. The catalyst is ClCCl. The product is [Cl:1][C:2]1[CH:3]=[C:4]([C:12]2[O:16][N:15]=[C:14]([C:17]3[CH:26]=[CH:25][CH:24]=[C:23]4[C:18]=3[CH:19]=[CH:20][N:21]=[C:22]4[CH2:29][CH2:40][C:39]([O:42][CH2:43][CH3:44])=[O:41])[N:13]=2)[CH:5]=[CH:6][C:7]=1[O:8][CH:9]([CH3:10])[CH3:11]. The yield is 0.0800. (5) The reactants are [N+:1]([C:4]1[CH:9]=[CH:8][C:7]([N:10]2[CH2:15][CH2:14][NH:13][CH2:12][CH2:11]2)=[CH:6][CH:5]=1)([O-:3])=[O:2].[C:16]([C:20]1[CH:21]=[C:22]([CH:26]=[C:27]([C:30]([CH3:33])([CH3:32])[CH3:31])[C:28]=1[OH:29])[C:23](O)=[O:24])([CH3:19])([CH3:18])[CH3:17].C1(N=C=NC2CCCCC2)CCCCC1. The catalyst is CN(C=O)C. The product is [CH3:33][C:30]([C:27]1[CH:26]=[C:22]([C:23]([N:13]2[CH2:14][CH2:15][N:10]([C:7]3[CH:6]=[CH:5][C:4]([N+:1]([O-:3])=[O:2])=[CH:9][CH:8]=3)[CH2:11][CH2:12]2)=[O:24])[CH:21]=[C:20]([C:16]([CH3:19])([CH3:18])[CH3:17])[C:28]=1[OH:29])([CH3:31])[CH3:32]. The yield is 0.890. (6) The reactants are [C:1]([O:5][C:6]([N:8]1[CH2:13][CH2:12][N:11]([C:14]2[CH:19]=[CH:18][CH:17]=[C:16](Br)[CH:15]=2)[CH2:10][CH2:9]1)=[O:7])([CH3:4])([CH3:3])[CH3:2].[N:21]1([CH2:26][CH2:27][NH2:28])[CH2:25][CH2:24][CH2:23][CH2:22]1.CC1(C)C2C(=C(P(C3C=CC=CC=3)C3C=CC=CC=3)C=CC=2)OC2C(P(C3C=CC=CC=3)C3C=CC=CC=3)=CC=CC1=2.CC([O-])(C)C.[Na+]. The catalyst is O1CCOCC1.C1C=CC(/C=C/C(/C=C/C2C=CC=CC=2)=O)=CC=1.C1C=CC(/C=C/C(/C=C/C2C=CC=CC=2)=O)=CC=1.C1C=CC(/C=C/C(/C=C/C2C=CC=CC=2)=O)=CC=1.[Pd].[Pd]. The product is [C:1]([O:5][C:6]([N:8]1[CH2:13][CH2:12][N:11]([C:14]2[CH:19]=[CH:18][CH:17]=[C:16]([NH:28][CH2:27][CH2:26][N:21]3[CH2:25][CH2:24][CH2:23][CH2:22]3)[CH:15]=2)[CH2:10][CH2:9]1)=[O:7])([CH3:4])([CH3:3])[CH3:2]. The yield is 0.620. (7) The reactants are [Br:1][C:2]1[N:7]=[C:6]2[N:8]([CH2:11][C:12]3[CH:23]=[CH:22][C:15]4[N:16]=[C:17](S(C)=O)[S:18][C:14]=4[CH:13]=3)[CH:9]=[N:10][C:5]2=[CH:4][CH:3]=1.[CH2:24]1[C:32]2[C:27](=[CH:28][CH:29]=[CH:30][CH:31]=2)[C@@H:26]([NH2:33])[C@@H:25]1[OH:34].CCN(C(C)C)C(C)C. The catalyst is CC(N(C)C)=O. The product is [Br:1][C:2]1[N:7]=[C:6]2[N:8]([CH2:11][C:12]3[CH:23]=[CH:22][C:15]4[N:16]=[C:17]([NH:33][C@@H:26]5[C:27]6[C:32](=[CH:31][CH:30]=[CH:29][CH:28]=6)[CH2:24][C@H:25]5[OH:34])[S:18][C:14]=4[CH:13]=3)[CH:9]=[N:10][C:5]2=[CH:4][CH:3]=1. The yield is 0.150. (8) The reactants are [Br:1][C:2]1[CH:7]=[C:6]([C:8]([NH:10][NH2:11])=[O:9])[CH:5]=[CH:4][C:3]=1[Cl:12].[N-:13]=[C:14]=[S:15].[N:16]1([S:22]([C:25]2[CH:30]=[CH:29][CH:28]=[CH:27][CH:26]=2)(=[O:24])=[O:23])[CH2:21][CH2:20][CH2:19][CH2:18][CH2:17]1. No catalyst specified. The product is [Br:1][C:2]1[CH:7]=[C:6]([C:8]([NH:10][NH:11][C:14]([NH:13][C:28]2[CH:29]=[CH:30][C:25]([S:22]([N:16]3[CH2:17][CH2:18][CH2:19][CH2:20][CH2:21]3)(=[O:24])=[O:23])=[CH:26][CH:27]=2)=[S:15])=[O:9])[CH:5]=[CH:4][C:3]=1[Cl:12]. The yield is 0.960. (9) The reactants are [N:1]([C:4](=[CH:9][C:10]1[CH:15]=[CH:14][C:13]([O:16][CH3:17])=[C:12]([O:18][CH3:19])[CH:11]=1)[C:5]([O:7][CH3:8])=[O:6])=[N+]=[N-]. The catalyst is C1(C)C=CC=C(C)C=1. The product is [CH3:19][O:18][C:12]1[CH:11]=[C:10]2[C:15](=[CH:14][C:13]=1[O:16][CH3:17])[NH:1][C:4]([C:5]([O:7][CH3:8])=[O:6])=[CH:9]2. The yield is 0.780.